This data is from TCR-epitope binding with 47,182 pairs between 192 epitopes and 23,139 TCRs. The task is: Binary Classification. Given a T-cell receptor sequence (or CDR3 region) and an epitope sequence, predict whether binding occurs between them. (1) The epitope is NLVPMVATV. The TCR CDR3 sequence is CASSLGLDTQYF. Result: 1 (the TCR binds to the epitope). (2) The epitope is RLRAEAQVK. The TCR CDR3 sequence is CASSLGAGDYNEQFF. Result: 0 (the TCR does not bind to the epitope). (3) The epitope is LLQTGIHVRVSQPSL. The TCR CDR3 sequence is CASHPPQSYEQYF. Result: 0 (the TCR does not bind to the epitope).